This data is from Reaction yield outcomes from USPTO patents with 853,638 reactions. The task is: Predict the reaction yield, written as a fraction of the theoretical maximum amount of product (1.0 means a 100% yield; for example, 0.34 means a 34% yield). (1) The reactants are [CH2:1]([O:8][C:9]([N:11]([CH2:13][C:14]1[CH:19]=[C:18]([N+:20]([O-:22])=[O:21])[CH:17]=[CH:16][C:15]=1[CH:23]([C:29]#[N:30])C(OCC)=O)[CH3:12])=[O:10])[C:2]1[CH:7]=[CH:6][CH:5]=[CH:4][CH:3]=1.[Cl-].[Li+].O. The catalyst is CS(C)=O.CCOC(C)=O. The product is [C:29]([CH2:23][C:15]1[CH:16]=[CH:17][C:18]([N+:20]([O-:22])=[O:21])=[CH:19][C:14]=1[CH2:13][N:11]([CH3:12])[C:9](=[O:10])[O:8][CH2:1][C:2]1[CH:7]=[CH:6][CH:5]=[CH:4][CH:3]=1)#[N:30]. The yield is 0.840. (2) The reactants are Cl.Cl.[CH2:3]([N:10]1[CH2:15][CH:14]2[CH2:16][CH:11]1[CH2:12][NH:13]2)[C:4]1[CH:9]=[CH:8][CH:7]=[CH:6][CH:5]=1.F[C:18]1[CH:28]=[CH:27][C:21]([C:22]([O:24][CH2:25][CH3:26])=[O:23])=[CH:20][CH:19]=1.C(=O)(O)[O-]. The catalyst is CS(C)=O. The product is [CH2:3]([N:10]1[CH2:15][C@H:14]2[CH2:16][C@@H:11]1[CH2:12][N:13]2[C:18]1[CH:28]=[CH:27][C:21]([C:22]([O:24][CH2:25][CH3:26])=[O:23])=[CH:20][CH:19]=1)[C:4]1[CH:5]=[CH:6][CH:7]=[CH:8][CH:9]=1. The yield is 0.510.